Dataset: NCI-60 drug combinations with 297,098 pairs across 59 cell lines. Task: Regression. Given two drug SMILES strings and cell line genomic features, predict the synergy score measuring deviation from expected non-interaction effect. (1) Drug 1: C1=C(C(=O)NC(=O)N1)F. Drug 2: CC1=C(N=C(N=C1N)C(CC(=O)N)NCC(C(=O)N)N)C(=O)NC(C(C2=CN=CN2)OC3C(C(C(C(O3)CO)O)O)OC4C(C(C(C(O4)CO)O)OC(=O)N)O)C(=O)NC(C)C(C(C)C(=O)NC(C(C)O)C(=O)NCCC5=NC(=CS5)C6=NC(=CS6)C(=O)NCCC[S+](C)C)O. Cell line: TK-10. Synergy scores: CSS=28.1, Synergy_ZIP=-1.16, Synergy_Bliss=-1.01, Synergy_Loewe=-0.0790, Synergy_HSA=0.644. (2) Drug 1: C1CNP(=O)(OC1)N(CCCl)CCCl. Drug 2: C1C(C(OC1N2C=NC(=NC2=O)N)CO)O. Cell line: SK-MEL-5. Synergy scores: CSS=14.7, Synergy_ZIP=-4.22, Synergy_Bliss=-3.68, Synergy_Loewe=-25.0, Synergy_HSA=0.00447. (3) Drug 1: C1=NC2=C(N1)C(=S)N=C(N2)N. Drug 2: CCN(CC)CCNC(=O)C1=C(NC(=C1C)C=C2C3=C(C=CC(=C3)F)NC2=O)C. Cell line: MCF7. Synergy scores: CSS=36.2, Synergy_ZIP=-0.384, Synergy_Bliss=-2.14, Synergy_Loewe=-5.83, Synergy_HSA=-2.16. (4) Drug 2: C(=O)(N)NO. Synergy scores: CSS=2.18, Synergy_ZIP=0.252, Synergy_Bliss=0.633, Synergy_Loewe=-7.22, Synergy_HSA=-3.04. Cell line: IGROV1. Drug 1: CC1=C2C(C(=O)C3(C(CC4C(C3C(C(C2(C)C)(CC1OC(=O)C(C(C5=CC=CC=C5)NC(=O)OC(C)(C)C)O)O)OC(=O)C6=CC=CC=C6)(CO4)OC(=O)C)O)C)O. (5) Drug 1: CC(CN1CC(=O)NC(=O)C1)N2CC(=O)NC(=O)C2. Cell line: SR. Synergy scores: CSS=46.5, Synergy_ZIP=-2.76, Synergy_Bliss=-3.90, Synergy_Loewe=-26.5, Synergy_HSA=-3.86. Drug 2: C1CNP(=O)(OC1)N(CCCl)CCCl. (6) Drug 1: CC12CCC3C(C1CCC2=O)CC(=C)C4=CC(=O)C=CC34C. Drug 2: B(C(CC(C)C)NC(=O)C(CC1=CC=CC=C1)NC(=O)C2=NC=CN=C2)(O)O. Cell line: T-47D. Synergy scores: CSS=22.7, Synergy_ZIP=-4.85, Synergy_Bliss=-0.355, Synergy_Loewe=-1.13, Synergy_HSA=-1.46. (7) Drug 1: CNC(=O)C1=NC=CC(=C1)OC2=CC=C(C=C2)NC(=O)NC3=CC(=C(C=C3)Cl)C(F)(F)F. Drug 2: C1C(C(OC1N2C=NC(=NC2=O)N)CO)O. Cell line: KM12. Synergy scores: CSS=6.11, Synergy_ZIP=1.22, Synergy_Bliss=3.87, Synergy_Loewe=-31.5, Synergy_HSA=-12.9. (8) Drug 1: CC1C(C(CC(O1)OC2CC(OC(C2O)C)OC3=CC4=CC5=C(C(=O)C(C(C5)C(C(=O)C(C(C)O)O)OC)OC6CC(C(C(O6)C)O)OC7CC(C(C(O7)C)O)OC8CC(C(C(O8)C)O)(C)O)C(=C4C(=C3C)O)O)O)O. Drug 2: CN(C(=O)NC(C=O)C(C(C(CO)O)O)O)N=O. Cell line: HT29. Synergy scores: CSS=52.2, Synergy_ZIP=0.491, Synergy_Bliss=-3.16, Synergy_Loewe=-69.9, Synergy_HSA=-3.54. (9) Drug 1: C1=NC(=NC(=O)N1C2C(C(C(O2)CO)O)O)N. Drug 2: CC1=C(N=C(N=C1N)C(CC(=O)N)NCC(C(=O)N)N)C(=O)NC(C(C2=CN=CN2)OC3C(C(C(C(O3)CO)O)O)OC4C(C(C(C(O4)CO)O)OC(=O)N)O)C(=O)NC(C)C(C(C)C(=O)NC(C(C)O)C(=O)NCCC5=NC(=CS5)C6=NC(=CS6)C(=O)NCCC[S+](C)C)O. Cell line: OVCAR-5. Synergy scores: CSS=22.6, Synergy_ZIP=-9.51, Synergy_Bliss=-3.54, Synergy_Loewe=-4.45, Synergy_HSA=-0.449.